Dataset: Forward reaction prediction with 1.9M reactions from USPTO patents (1976-2016). Task: Predict the product of the given reaction. (1) The product is: [NH2:15][C:12]1[CH:13]=[CH:14][C:6]([Br:5])=[C:7]([CH:11]=1)[C:8]([OH:10])=[O:9]. Given the reactants C(O)(=O)C.[Br:5][C:6]1[CH:14]=[CH:13][C:12]([N+:15]([O-])=O)=[CH:11][C:7]=1[C:8]([OH:10])=[O:9].C([O-])([O-])=O.[Na+].[Na+], predict the reaction product. (2) Given the reactants [CH3:1][O:2][C:3](=[O:20])[C:4]1[CH:18]=[C:17]([NH2:19])[CH:16]=[C:6]([C:7]([N:9]([CH2:13][CH2:14][CH3:15])[CH2:10][CH2:11][CH3:12])=[O:8])[CH:5]=1.CCN(CC)CC.[Cl:28][CH2:29][CH2:30][CH2:31][C:32](Cl)=[O:33], predict the reaction product. The product is: [CH3:1][O:2][C:3](=[O:20])[C:4]1[CH:18]=[C:17]([NH:19][C:32](=[O:33])[CH2:31][CH2:30][CH2:29][Cl:28])[CH:16]=[C:6]([C:7]([N:9]([CH2:10][CH2:11][CH3:12])[CH2:13][CH2:14][CH3:15])=[O:8])[CH:5]=1. (3) Given the reactants [CH:1]([C:3]1[C:4]([O:14][CH2:15][C:16]2[CH:44]=[CH:43][C:19]([O:20][CH2:21][C:22]3[N:23]=[C:24]([C:28]4[CH:29]=[CH:30][C:31]([O:38]S(C)(=O)=O)=[C:32]([CH:37]=4)[C:33]([O:35][CH3:36])=[O:34])[O:25][C:26]=3[CH3:27])=[C:18]([O:45][CH3:46])[CH:17]=2)=[N:5][N:6]([C:8]2[CH:13]=[CH:12][CH:11]=[CH:10][CH:9]=2)[CH:7]=1)=[O:2].[OH-].[Na+].Cl.[C:50](=O)([O-])[O-].[K+].[K+].CI, predict the reaction product. The product is: [CH:1]([C:3]1[C:4]([O:14][CH2:15][C:16]2[CH:44]=[CH:43][C:19]([O:20][CH2:21][C:22]3[N:23]=[C:24]([C:28]4[CH:29]=[CH:30][C:31]([O:38][CH3:50])=[C:32]([CH:37]=4)[C:33]([O:35][CH3:36])=[O:34])[O:25][C:26]=3[CH3:27])=[C:18]([O:45][CH3:46])[CH:17]=2)=[N:5][N:6]([C:8]2[CH:13]=[CH:12][CH:11]=[CH:10][CH:9]=2)[CH:7]=1)=[O:2].